This data is from Forward reaction prediction with 1.9M reactions from USPTO patents (1976-2016). The task is: Predict the product of the given reaction. (1) Given the reactants P([O-])([O-])([O-])=O.[CH3:6][O:7][C:8]([CH3:16])([CH2:13][CH2:14][CH3:15])[C:9]([O:11]C)=[O:10].[OH-].[Na+].Cl, predict the reaction product. The product is: [CH3:6][O:7][C@@:8]([CH3:16])([CH2:13][CH2:14][CH3:15])[C:9]([OH:11])=[O:10]. (2) Given the reactants CON(C)[C:4]([C:6]1[C:7]([NH2:15])=[N:8][C:9]([S:12][CH2:13][CH3:14])=[N:10][CH:11]=1)=[O:5].[F:17][C:18]1[CH:19]=[CH:20][CH:21]=[C:22]([Li])[CH:23]=1.[O:25]1CCC[CH2:26]1, predict the reaction product. The product is: [NH2:15][C:7]1[C:6]([C:4]([C:20]2[CH:19]=[C:18]([F:17])[CH:23]=[CH:22][C:21]=2[O:25][CH3:26])=[O:5])=[CH:11][N:10]=[C:9]([S:12][CH2:13][CH3:14])[N:8]=1. (3) Given the reactants [N+:1]([C:4]1[CH:5]=[C:6]([CH:38]=[CH:39][C:40]=1[O:41][CH2:42][C:43]1[CH:48]=[CH:47][CH:46]=[CH:45][CH:44]=1)[O:7][CH2:8][C@@H:9]([OH:37])[CH2:10][N:11]([CH2:30][C:31]1[CH:36]=[CH:35][CH:34]=[CH:33][CH:32]=1)[C@@H:12]([CH2:15][C:16]1[CH:21]=[CH:20][C:19]([O:22][CH2:23][C:24]2[CH:29]=[CH:28][CH:27]=[CH:26][CH:25]=2)=[CH:18][CH:17]=1)[CH2:13][OH:14])([O-])=O.[Cl-].[NH4+].O.C(O)C, predict the reaction product. The product is: [NH2:1][C:4]1[CH:5]=[C:6]([CH:38]=[CH:39][C:40]=1[O:41][CH2:42][C:43]1[CH:44]=[CH:45][CH:46]=[CH:47][CH:48]=1)[O:7][CH2:8][C@@H:9]([OH:37])[CH2:10][N:11]([CH2:30][C:31]1[CH:32]=[CH:33][CH:34]=[CH:35][CH:36]=1)[C@@H:12]([CH2:15][C:16]1[CH:21]=[CH:20][C:19]([O:22][CH2:23][C:24]2[CH:29]=[CH:28][CH:27]=[CH:26][CH:25]=2)=[CH:18][CH:17]=1)[CH2:13][OH:14]. (4) Given the reactants C1C=CC(P(C2C=CC=CC=2)C2C=CC=CC=2)=CC=1.CCN(CC)CC.C(O)=O.[Cl:30][C:31]1[N:39]=[C:38](Cl)[C:37]([F:41])=[CH:36][C:32]=1[C:33]([OH:35])=[O:34], predict the reaction product. The product is: [Cl:30][C:31]1[N:39]=[CH:38][C:37]([F:41])=[CH:36][C:32]=1[C:33]([OH:35])=[O:34].